From a dataset of Full USPTO retrosynthesis dataset with 1.9M reactions from patents (1976-2016). Predict the reactants needed to synthesize the given product. (1) Given the product [F:1][C:2]1[CH:10]=[C:9]2[C:5]([C:6]([C:20]3[CH:21]=[N:22][N:23]([C@H:25]4[CH2:28][C@H:27]([C:29]([OH:31])=[O:30])[CH2:26]4)[CH:24]=3)=[CH:7][N:8]2[S:11]([C:14]2[CH:15]=[CH:16][CH:17]=[CH:18][CH:19]=2)(=[O:12])=[O:13])=[CH:4][CH:3]=1, predict the reactants needed to synthesize it. The reactants are: [F:1][C:2]1[CH:10]=[C:9]2[C:5]([C:6]([C:20]3[CH:21]=[N:22][N:23]([C@H:25]4[CH2:28][C@H:27]([C:29]([O:31]CC5C=CC=CC=5)=[O:30])[CH2:26]4)[CH:24]=3)=[CH:7][N:8]2[S:11]([C:14]2[CH:19]=[CH:18][CH:17]=[CH:16][CH:15]=2)(=[O:13])=[O:12])=[CH:4][CH:3]=1. (2) Given the product [F:3][C:4]1[CH:12]=[CH:11][CH:10]=[C:9]2[C:5]=1[CH2:6][CH2:7][NH:8]2, predict the reactants needed to synthesize it. The reactants are: [BH4-].[Na+].[F:3][C:4]1[CH:12]=[CH:11][CH:10]=[C:9]2[C:5]=1[CH:6]=[CH:7][NH:8]2.Cl.[OH-].[Na+]. (3) Given the product [O:1]1[CH2:6][CH2:5][N:4]([C:7]2[C:12]([NH2:13])=[C:11]([NH2:14])[CH:10]=[N:9][CH:8]=2)[CH2:3][CH2:2]1, predict the reactants needed to synthesize it. The reactants are: [O:1]1[CH2:6][CH2:5][N:4]([C:7]2[CH:8]=[N:9][CH:10]=[C:11]([N+:14]([O-])=O)[C:12]=2[NH2:13])[CH2:3][CH2:2]1. (4) The reactants are: [CH3:1][O:2][C:3]([C:5]1[C:9]([N+:10]([O-])=O)=[CH:8][NH:7][N:6]=1)=[O:4]. Given the product [CH3:1][O:2][C:3]([C:5]1[C:9]([NH2:10])=[CH:8][NH:7][N:6]=1)=[O:4], predict the reactants needed to synthesize it. (5) Given the product [CH3:28][O:29][C:30]([C:32]1[CH2:33][N:34]([C:55]([O:57][C:58]([CH3:61])([CH3:60])[CH3:59])=[O:56])[CH2:35][CH2:36][C:37]=1[C:38]1[CH:43]=[CH:42][C:41]([O:44][CH2:45][CH2:46][OH:47])=[CH:40][CH:39]=1)=[O:31], predict the reactants needed to synthesize it. The reactants are: COC(C1CN(C(OC(C)(C)C)=O)CCC=1C1C=CC(CCCO)=CC=1)=O.[CH3:28][O:29][C:30]([C:32]1[CH2:33][N:34]([C:55]([O:57][C:58]([CH3:61])([CH3:60])[CH3:59])=[O:56])[CH2:35][CH2:36][C:37]=1[C:38]1[CH:43]=[CH:42][C:41]([O:44][CH2:45][CH2:46][O:47][Si](C(C)(C)C)(C)C)=[CH:40][CH:39]=1)=[O:31].CCCC[N+](CCCC)(CCCC)CCCC.[F-]. (6) Given the product [Cl:16][C:15]1[CH:14]=[C:13]([C:17]([N:19]2[C:24]3[CH:25]=[CH:26][CH:27]=[CH:28][C:23]=3[O:22][CH2:21][CH2:20]2)=[O:18])[CH:12]=[C:11]([Cl:29])[C:10]=1[NH:5][S:2]([CH3:1])(=[O:4])=[O:3], predict the reactants needed to synthesize it. The reactants are: [CH3:1][S:2]([N:5]([C:10]1[C:15]([Cl:16])=[CH:14][C:13]([C:17]([N:19]2[C:24]3[CH:25]=[CH:26][CH:27]=[CH:28][C:23]=3[O:22][CH2:21][CH2:20]2)=[O:18])=[CH:12][C:11]=1[Cl:29])S(C)(=O)=O)(=[O:4])=[O:3].[F-].C([N+](CCCC)(CCCC)CCCC)CCC.C(O)(=O)CC(CC(O)=O)(C(O)=O)O.O. (7) Given the product [CH2:19]([C:3]1[C:2]([C:25]2[CH:26]=[CH:27][C:22]([F:21])=[CH:23][CH:24]=2)=[C:6]([C:7]2[CH:17]=[CH:16][C:10]3[O:11][CH2:12][C:13](=[O:15])[NH:14][C:9]=3[CH:8]=2)[N:5]([CH3:18])[N:4]=1)[CH3:20], predict the reactants needed to synthesize it. The reactants are: Br[C:2]1[C:3]([CH2:19][CH3:20])=[N:4][N:5]([CH3:18])[C:6]=1[C:7]1[CH:17]=[CH:16][C:10]2[O:11][CH2:12][C:13](=[O:15])[NH:14][C:9]=2[CH:8]=1.[F:21][C:22]1[CH:27]=[CH:26][C:25](B(O)O)=[CH:24][CH:23]=1. (8) Given the product [N:24]1[C:18]2[NH:17][C:16]3[CH:28]=[C:12]([CH2:11][N:6]4[CH:5]=[N:4][C:3]5[C:7]4=[N:8][CH:9]=[N:10][C:2]=5[C:58]#[C:57][C:55]([CH3:56])([OH:59])[CH3:54])[CH:13]=[CH:14][C:15]=3[S:20][C:19]=2[N:21]=[CH:22][CH:23]=1, predict the reactants needed to synthesize it. The reactants are: I[C:2]1[N:10]=[CH:9][N:8]=[C:7]2[C:3]=1[N:4]=[CH:5][N:6]2[CH2:11][C:12]1[CH:13]=[CH:14][C:15]2[S:20][C:19]3[N:21]=[CH:22][CH:23]=[N:24][C:18]=3[N:17](COC)[C:16]=2[CH:28]=1.IC1N=CN=C2C=1N=CN2CC1C=CC2SC3N=CC=NC=3NC=2C=1.[CH3:54][C:55]([OH:59])([C:57]#[CH:58])[CH3:56]. (9) Given the product [CH2:42]([O:9][C:8](=[O:10])[CH2:7][O:6][C:5]1[CH:11]=[CH:12][C:2]([S:1][CH:29]([C:28]2[S:27][C:26]([C:32]3[CH:37]=[CH:36][C:35]([C:38]([F:41])([F:40])[F:39])=[CH:34][CH:33]=3)=[N:25][C:24]=2[CH2:23][CH2:22][C:16]2[C:17]([F:21])=[CH:18][CH:19]=[CH:20][C:15]=2[Cl:14])[CH3:30])=[CH:3][C:4]=1[CH3:13])[CH3:43], predict the reactants needed to synthesize it. The reactants are: [SH:1][C:2]1[CH:12]=[CH:11][C:5]([O:6][CH2:7][C:8]([OH:10])=[O:9])=[C:4]([CH3:13])[CH:3]=1.[Cl:14][C:15]1[CH:20]=[CH:19][CH:18]=[C:17]([F:21])[C:16]=1[CH2:22][CH2:23][C:24]1[N:25]=[C:26]([C:32]2[CH:37]=[CH:36][C:35]([C:38]([F:41])([F:40])[F:39])=[CH:34][CH:33]=2)[S:27][C:28]=1[CH:29](O)[CH3:30].[CH2:42](P(CCCC)CCCC)[CH2:43]CC.N(C(N1CCCCC1)=O)=NC(N1CCCCC1)=O. (10) Given the product [CH3:6][O:5][C:3](=[O:4])[C:2]([CH3:9])([CH3:1])[CH2:7][O:8][Si:19]([C:15]([CH3:18])([CH3:17])[CH3:16])([C:27]1[CH:28]=[CH:29][CH:30]=[CH:31][CH:32]=1)[C:21]1[CH:26]=[CH:25][CH:24]=[CH:23][CH:22]=1, predict the reactants needed to synthesize it. The reactants are: [CH3:1][C:2]([CH3:9])([CH2:7][OH:8])[C:3]([O:5][CH3:6])=[O:4].N1C=CN=C1.[C:15]([Si:19]([C:27]1[CH:32]=[CH:31][CH:30]=[CH:29][CH:28]=1)([C:21]1[CH:26]=[CH:25][CH:24]=[CH:23][CH:22]=1)Cl)([CH3:18])([CH3:17])[CH3:16].